Dataset: Forward reaction prediction with 1.9M reactions from USPTO patents (1976-2016). Task: Predict the product of the given reaction. (1) The product is: [NH2:16][C:15]1[CH:14]=[C:13]2[C:9]([CH2:10][CH2:11][C:12]2=[O:19])=[CH:8][C:7]=1[C:1]#[C:2][CH2:3][CH2:4][CH2:5][CH3:6]. Given the reactants [C:1]([C:7]1[CH:8]=[C:9]2[C:13](=[CH:14][C:15]=1[N+:16]([O-])=O)[C:12](=[O:19])[CH2:11][CH2:10]2)#[C:2][CH2:3][CH2:4][CH2:5][CH3:6].[NH4+].[Cl-], predict the reaction product. (2) Given the reactants C(OC(=O)[NH:7][CH2:8][CH2:9][N:10]([CH2:19][C:20]1[N:21]([CH2:25][C:26]2[CH:31]=[C:30]([Cl:32])[CH:29]=[C:28]([Cl:33])[CH:27]=2)[CH:22]=[CH:23][N:24]=1)[CH2:11][C:12]1[CH:17]=[CH:16][CH:15]=[C:14]([F:18])[CH:13]=1)(C)(C)C.Cl.CCOCC, predict the reaction product. The product is: [Cl:33][C:28]1[CH:27]=[C:26]([CH:31]=[C:30]([Cl:32])[CH:29]=1)[CH2:25][N:21]1[CH:22]=[CH:23][N:24]=[C:20]1[CH2:19][N:10]([CH2:11][C:12]1[CH:17]=[CH:16][CH:15]=[C:14]([F:18])[CH:13]=1)[CH2:9][CH2:8][NH2:7]. (3) Given the reactants [I:1][C:2]1[N:3]=[CH:4][N:5](C(C2C=CC=CC=2)(C2C=CC=CC=2)C2C=CC=CC=2)[CH:6]=1.Br[CH2:27][C:28]1[CH:35]=[CH:34][C:31]([C:32]#[N:33])=[CH:30][C:29]=1[F:36], predict the reaction product. The product is: [F:36][C:29]1[CH:30]=[C:31]([CH:34]=[CH:35][C:28]=1[CH2:27][N:3]1[C:2]([I:1])=[CH:6][N:5]=[CH:4]1)[C:32]#[N:33]. (4) Given the reactants Cl.[NH2:2][OH:3].[CH2:4]([C:8]1[CH:13]=[C:12]([C:14](=O)[CH3:15])[CH:11]=[C:10]([CH3:17])[N:9]=1)[CH:5]([CH3:7])[CH3:6].CO, predict the reaction product. The product is: [CH2:4]([C:8]1[CH:13]=[C:12]([C:14](=[N:2][OH:3])[CH3:15])[CH:11]=[C:10]([CH3:17])[N:9]=1)[CH:5]([CH3:7])[CH3:6]. (5) Given the reactants [Br:1][C:2]1[C:11]([O:12][CH3:13])=[C:10]2[C:5]([CH:6]=[CH:7][C:8](O)=[N:9]2)=[CH:4][CH:3]=1.O=P(Cl)(Cl)[Cl:17], predict the reaction product. The product is: [Br:1][C:2]1[C:11]([O:12][CH3:13])=[C:10]2[C:5]([CH:6]=[CH:7][C:8]([Cl:17])=[N:9]2)=[CH:4][CH:3]=1. (6) Given the reactants CCN(C(C)C)C(C)C.Cl.[CH2:11]([O:13][C:14](=[O:18])[C@H:15]([CH3:17])[NH2:16])[CH3:12].[Br:19][C:20]1[CH:25]=[CH:24][CH:23]=[C:22](F)[C:21]=1[N+:27]([O-:29])=[O:28].O, predict the reaction product. The product is: [Br:19][C:20]1[C:21]([N+:27]([O-:29])=[O:28])=[C:22]([NH:16][C@@H:15]([CH3:17])[C:14]([O:13][CH2:11][CH3:12])=[O:18])[CH:23]=[CH:24][CH:25]=1. (7) Given the reactants [C:1]([C:4]1[CH:9]=[CH:8][CH:7]=[CH:6][CH:5]=1)(=O)[CH3:2].[C:10]([CH2:12][C:13]([O:15][CH2:16][CH3:17])=[O:14])#[N:11].CC(OCC1C2C(=CC=CC=2)C(COC(C)=O)=C2C=1C=CC=C2)=O.C([O-])(=O)C.[NH4+], predict the reaction product. The product is: [CH2:16]([O:15][C:13](=[O:14])[C:12]([C:10]#[N:11])=[C:1]([C:4]1[CH:9]=[CH:8][CH:7]=[CH:6][CH:5]=1)[CH3:2])[CH3:17].